From a dataset of Full USPTO retrosynthesis dataset with 1.9M reactions from patents (1976-2016). Predict the reactants needed to synthesize the given product. (1) Given the product [C:5]1([C:8]2[CH:13]=[CH:12][CH:11]=[CH:10][CH:9]=2)[CH:6]=[CH:7][C:2]([NH:14][C:15]2[CH:27]=[C:26]([C:28]3[CH:29]=[CH:30][CH:31]=[CH:32][CH:33]=3)[CH:25]=[CH:24][C:16]=2[C:17]([O:19][C:20]([CH3:23])([CH3:22])[CH3:21])=[O:18])=[CH:3][CH:4]=1, predict the reactants needed to synthesize it. The reactants are: Br[C:2]1[CH:7]=[CH:6][C:5]([C:8]2[CH:13]=[CH:12][CH:11]=[CH:10][CH:9]=2)=[CH:4][CH:3]=1.[NH2:14][C:15]1[CH:27]=[C:26]([C:28]2[CH:33]=[CH:32][CH:31]=[CH:30][CH:29]=2)[CH:25]=[CH:24][C:16]=1[C:17]([O:19][C:20]([CH3:23])([CH3:22])[CH3:21])=[O:18].C(=O)([O-])[O-].[Cs+].[Cs+].Cl. (2) The reactants are: C([N:4]1[CH2:9][CH2:8][C:7]2([CH2:14][CH2:13][C:12]([C:18]3[CH:23]=[CH:22][CH:21]=[CH:20][CH:19]=3)([N:15]([CH3:17])[CH3:16])[CH2:11][CH2:10]2)[CH2:6][CH2:5]1)C=C. Given the product [CH3:16][N:15]([CH3:17])[C:12]1([C:18]2[CH:19]=[CH:20][CH:21]=[CH:22][CH:23]=2)[CH2:11][CH2:10][C:7]2([CH2:6][CH2:5][NH:4][CH2:9][CH2:8]2)[CH2:14][CH2:13]1, predict the reactants needed to synthesize it.